From a dataset of Forward reaction prediction with 1.9M reactions from USPTO patents (1976-2016). Predict the product of the given reaction. Given the reactants [I:1][CH2:2][C:3]1[N:4]=[C:5]([C:14]2[CH:19]=[CH:18][C:17]([CH3:20])=[CH:16][CH:15]=2)[O:6][C:7]=1[C:8]1[CH:13]=CC=CC=1.[CH3:21]C(=NO)C(=O)CC.CC1C=C(C=CC=1C)C=O, predict the reaction product. The product is: [CH3:21][C:18]1[CH:19]=[C:14]([C:5]2[O:6][C:7]([CH2:8][CH3:13])=[C:3]([CH2:2][I:1])[N:4]=2)[CH:15]=[CH:16][C:17]=1[CH3:20].